This data is from Full USPTO retrosynthesis dataset with 1.9M reactions from patents (1976-2016). The task is: Predict the reactants needed to synthesize the given product. (1) Given the product [Br:20][C:19]1[C:12]([NH:11][C:3]2[CH2:7][N:6]([CH2:8][CH3:9])[C:5](=[O:10])[CH:4]=2)=[C:13]([CH:16]=[CH:17][CH:18]=1)[C:14]#[N:15], predict the reactants needed to synthesize it. The reactants are: CO[C:3]1[CH2:7][N:6]([CH2:8][CH3:9])[C:5](=[O:10])[CH:4]=1.[NH2:11][C:12]1[C:19]([Br:20])=[CH:18][CH:17]=[CH:16][C:13]=1[C:14]#[N:15]. (2) Given the product [CH2:1]([O:8][C:9](=[O:28])[NH:10][CH2:11][C@H:12]1[CH2:17][CH2:16][C@H:15]([C:18]2[N:22]3[CH:23]=[CH:24][N:25]=[C:26]([Cl:27])[C:21]3=[C:20]([I:36])[N:19]=2)[CH2:14][CH2:13]1)[C:2]1[CH:3]=[CH:4][CH:5]=[CH:6][CH:7]=1, predict the reactants needed to synthesize it. The reactants are: [CH2:1]([O:8][C:9](=[O:28])[NH:10][CH2:11][C@H:12]1[CH2:17][CH2:16][C@H:15]([C:18]2[N:22]3[CH:23]=[CH:24][N:25]=[C:26]([Cl:27])[C:21]3=[CH:20][N:19]=2)[CH2:14][CH2:13]1)[C:2]1[CH:7]=[CH:6][CH:5]=[CH:4][CH:3]=1.C1C(=O)N([I:36])C(=O)C1. (3) Given the product [F:37][C:21]1[CH:22]=[CH:23][C:24]([C:26]([NH:28][C:29]2[CH:34]=[C:33]([CH3:35])[CH:32]=[CH:31][C:30]=2[F:36])=[O:27])=[CH:25][C:20]=1[O:19][C:17]1[CH:16]=[CH:15][N:14]=[C:13]([C:11]2[NH:10][CH:9]=[C:8]([C:6]([NH:5][CH2:4][CH2:3][CH2:2][N:1]([CH2:46][C:45]([O:58][CH3:57])=[O:53])[CH2:48][C:49]([O:51][CH3:52])=[O:50])=[O:7])[CH:12]=2)[CH:18]=1, predict the reactants needed to synthesize it. The reactants are: [NH2:1][CH2:2][CH2:3][CH2:4][NH:5][C:6]([C:8]1[CH:12]=[C:11]([C:13]2[CH:18]=[C:17]([O:19][C:20]3[CH:25]=[C:24]([C:26]([NH:28][C:29]4[CH:34]=[C:33]([CH3:35])[CH:32]=[CH:31][C:30]=4[F:36])=[O:27])[CH:23]=[CH:22][C:21]=3[F:37])[CH:16]=[CH:15][N:14]=2)[NH:10][CH:9]=1)=[O:7].C(N([CH2:45][CH3:46])C(C)C)(C)C.Br[CH2:48][C:49]([O:51][CH3:52])=[O:50].[OH2:53].CN([CH:57]=[O:58])C.